From a dataset of Catalyst prediction with 721,799 reactions and 888 catalyst types from USPTO. Predict which catalyst facilitates the given reaction. Reactant: Cl[C:2]1[CH:3]=[CH:4][C:5]2[N:6]([C:8]([S:13]([NH2:16])(=[O:15])=[O:14])=[C:9]([CH2:11][CH3:12])[N:10]=2)[N:7]=1.[CH3:17][O-:18].[Na+].Cl. Product: [CH2:11]([C:9]1[N:10]=[C:5]2[CH:4]=[CH:3][C:2]([O:18][CH3:17])=[N:7][N:6]2[C:8]=1[S:13]([NH2:16])(=[O:15])=[O:14])[CH3:12]. The catalyst class is: 5.